This data is from NCI-60 drug combinations with 297,098 pairs across 59 cell lines. The task is: Regression. Given two drug SMILES strings and cell line genomic features, predict the synergy score measuring deviation from expected non-interaction effect. (1) Drug 1: CN(C)N=NC1=C(NC=N1)C(=O)N. Drug 2: CN1C2=C(C=C(C=C2)N(CCCl)CCCl)N=C1CCCC(=O)O.Cl. Cell line: SF-268. Synergy scores: CSS=16.3, Synergy_ZIP=0.538, Synergy_Bliss=8.13, Synergy_Loewe=0.403, Synergy_HSA=1.70. (2) Drug 1: C1=CC(=CC=C1CCC2=CNC3=C2C(=O)NC(=N3)N)C(=O)NC(CCC(=O)O)C(=O)O. Drug 2: C1CNP(=O)(OC1)N(CCCl)CCCl. Cell line: CAKI-1. Synergy scores: CSS=15.6, Synergy_ZIP=2.00, Synergy_Bliss=3.79, Synergy_Loewe=-12.8, Synergy_HSA=-0.835. (3) Drug 1: C1=CC(=C2C(=C1NCCNCCO)C(=O)C3=C(C=CC(=C3C2=O)O)O)NCCNCCO. Drug 2: COC1=CC(=CC(=C1O)OC)C2C3C(COC3=O)C(C4=CC5=C(C=C24)OCO5)OC6C(C(C7C(O6)COC(O7)C8=CC=CS8)O)O. Cell line: ACHN. Synergy scores: CSS=76.4, Synergy_ZIP=4.54, Synergy_Bliss=4.47, Synergy_Loewe=7.21, Synergy_HSA=9.71. (4) Drug 1: CC1OCC2C(O1)C(C(C(O2)OC3C4COC(=O)C4C(C5=CC6=C(C=C35)OCO6)C7=CC(=C(C(=C7)OC)O)OC)O)O. Cell line: HT29. Drug 2: C1=CC(=C(C=C1I)F)NC2=C(C=CC(=C2F)F)C(=O)NOCC(CO)O. Synergy scores: CSS=66.0, Synergy_ZIP=0.166, Synergy_Bliss=-0.290, Synergy_Loewe=1.42, Synergy_HSA=4.95. (5) Drug 1: CC1C(C(CC(O1)OC2CC(CC3=C2C(=C4C(=C3O)C(=O)C5=C(C4=O)C(=CC=C5)OC)O)(C(=O)C)O)N)O.Cl. Drug 2: CN(C(=O)NC(C=O)C(C(C(CO)O)O)O)N=O. Cell line: NCI-H226. Synergy scores: CSS=-2.23, Synergy_ZIP=-4.49, Synergy_Bliss=-7.30, Synergy_Loewe=-16.8, Synergy_HSA=-8.16. (6) Drug 1: C1=CC(=CC=C1CCCC(=O)O)N(CCCl)CCCl. Drug 2: C1C(C(OC1N2C=C(C(=O)NC2=O)F)CO)O. Cell line: SW-620. Synergy scores: CSS=41.0, Synergy_ZIP=-12.4, Synergy_Bliss=-11.6, Synergy_Loewe=-5.48, Synergy_HSA=-2.40. (7) Drug 1: C1=C(C(=O)NC(=O)N1)N(CCCl)CCCl. Drug 2: CC12CCC3C(C1CCC2OP(=O)(O)O)CCC4=C3C=CC(=C4)OC(=O)N(CCCl)CCCl.[Na+]. Cell line: RXF 393. Synergy scores: CSS=1.95, Synergy_ZIP=-8.48, Synergy_Bliss=-7.75, Synergy_Loewe=-10.5, Synergy_HSA=-5.96. (8) Drug 1: CC1C(C(=O)NC(C(=O)N2CCCC2C(=O)N(CC(=O)N(C(C(=O)O1)C(C)C)C)C)C(C)C)NC(=O)C3=C4C(=C(C=C3)C)OC5=C(C(=O)C(=C(C5=N4)C(=O)NC6C(OC(=O)C(N(C(=O)CN(C(=O)C7CCCN7C(=O)C(NC6=O)C(C)C)C)C)C(C)C)C)N)C. Drug 2: CS(=O)(=O)OCCCCOS(=O)(=O)C. Cell line: HT29. Synergy scores: CSS=22.5, Synergy_ZIP=-6.29, Synergy_Bliss=-0.648, Synergy_Loewe=-34.0, Synergy_HSA=-1.91. (9) Drug 2: C1CCC(CC1)NC(=O)N(CCCl)N=O. Drug 1: C1CCN(CC1)CCOC2=CC=C(C=C2)C(=O)C3=C(SC4=C3C=CC(=C4)O)C5=CC=C(C=C5)O. Cell line: HT29. Synergy scores: CSS=15.6, Synergy_ZIP=-3.19, Synergy_Bliss=1.01, Synergy_Loewe=-2.94, Synergy_HSA=-3.20. (10) Drug 1: C1=NC2=C(N=C(N=C2N1C3C(C(C(O3)CO)O)O)F)N. Drug 2: CC12CCC3C(C1CCC2O)C(CC4=C3C=CC(=C4)O)CCCCCCCCCS(=O)CCCC(C(F)(F)F)(F)F. Cell line: RXF 393. Synergy scores: CSS=-0.150, Synergy_ZIP=0.328, Synergy_Bliss=-1.31, Synergy_Loewe=-1.38, Synergy_HSA=-1.31.